Predict the reactants needed to synthesize the given product. From a dataset of Full USPTO retrosynthesis dataset with 1.9M reactions from patents (1976-2016). (1) Given the product [OH:41][CH2:40][CH2:39][CH2:38][O:37][C:34]1[CH:33]=[CH:32][C:31]([C:10]2[CH:9]=[C:8]([OH:7])[CH:13]=[C:12]([C:14]3[CH:19]=[CH:18][C:17]([O:20][CH2:21][CH2:22][CH2:23][OH:24])=[CH:16][CH:15]=3)[CH:11]=2)=[CH:36][CH:35]=1, predict the reactants needed to synthesize it. The reactants are: COCCOC[O:7][C:8]1[CH:9]=[C:10]([C:31]2[CH:36]=[CH:35][C:34]([O:37][CH2:38][CH2:39][CH2:40][O:41]C3CCCCO3)=[CH:33][CH:32]=2)[CH:11]=[C:12]([C:14]2[CH:19]=[CH:18][C:17]([O:20][CH2:21][CH2:22][CH2:23][O:24]C3CCCCO3)=[CH:16][CH:15]=2)[CH:13]=1.Cl. (2) The reactants are: C[Si](Cl)(C)C.[CH3:6][Si:7]([CH2:10][NH:11][CH:12]([CH3:19])[C:13]1[CH:18]=[CH:17][CH:16]=[CH:15][CH:14]=1)([CH3:9])[CH3:8].[CH2:20]=O.[C:22](=[O:25])([O-])[O-].[K+].[K+]. Given the product [CH3:9][Si:7]([CH2:10][NH:11][CH:12]([CH3:19])[C:13]1[CH:18]=[CH:17][CH:16]=[CH:15][CH:14]=1)([CH3:6])[CH3:8].[CH3:20][O:25][CH2:22][N:11]([CH:12]([CH3:19])[C:13]1[CH:18]=[CH:17][CH:16]=[CH:15][CH:14]=1)[CH2:10][Si:7]([CH3:6])([CH3:8])[CH3:9], predict the reactants needed to synthesize it. (3) Given the product [Cl:7][C:8]1[CH:16]=[C:12]([C:13]([N:25]2[CH2:30][CH2:29][O:28][CH2:27][CH2:26]2)=[O:15])[CH:11]=[N:10][C:9]=1[Cl:17], predict the reactants needed to synthesize it. The reactants are: C(Cl)(=O)C(Cl)=O.[Cl:7][C:8]1[C:9]([Cl:17])=[N:10][CH:11]=[C:12]([CH:16]=1)[C:13]([OH:15])=O.Cl.O1CCOCC1.[NH:25]1[CH2:30][CH2:29][O:28][CH2:27][CH2:26]1.C(N(CC)CC)C. (4) Given the product [F:26][C:2]([F:1])([F:27])[C:3]1[CH:25]=[CH:24][C:6]([O:7][CH2:8][CH:9]2[CH2:14][CH2:13][CH2:12][N:11]([CH2:15][CH:17]3[CH2:18][CH2:19][CH:20]([OH:23])[CH2:21][CH2:22]3)[CH2:10]2)=[CH:5][CH:4]=1, predict the reactants needed to synthesize it. The reactants are: [F:1][C:2]([F:27])([F:26])[C:3]1[CH:25]=[CH:24][C:6]([O:7][CH2:8][CH:9]2[CH2:14][CH2:13][CH2:12][N:11]([C:15]([CH:17]3[CH2:22][CH2:21][C:20](=[O:23])[CH2:19][CH2:18]3)=O)[CH2:10]2)=[CH:5][CH:4]=1.[H-].[Al+3].[Li+].[H-].[H-].[H-]. (5) Given the product [N+:1](/[C:4](=[CH:22]/[CH2:23][CH3:24])/[CH2:5]/[CH:6]=[CH:7]\[CH2:8]/[CH:9]=[CH:10]/[CH2:11][CH2:12][CH2:13][CH2:14][CH2:15][CH2:16][CH2:17][C:18]([OH:20])=[O:19])([O-:3])=[O:2], predict the reactants needed to synthesize it. The reactants are: [N+:1]([CH2:4][CH2:5][CH:6]=[CH:7][CH2:8][CH:9]=[CH:10][CH2:11][CH2:12][CH2:13][CH2:14][CH2:15][CH2:16][CH2:17][C:18]([O:20]C)=[O:19])([O-:3])=[O:2].[CH:22](=O)[CH2:23][CH3:24]. (6) Given the product [Cl:1][C:2]1[C:7]([CH:11]=[CH2:12])=[C:6]([CH3:9])[N:5]=[C:4]([NH2:10])[N:3]=1, predict the reactants needed to synthesize it. The reactants are: [Cl:1][C:2]1[C:7](I)=[C:6]([CH3:9])[N:5]=[C:4]([NH2:10])[N:3]=1.[CH3:11][C:12]1(C)C(C)(C)OB(C=C)O1.ClCCl.C(=O)([O-])[O-].[Na+].[Na+]. (7) Given the product [Br:1][C:2]1[CH:10]=[CH:9][CH:8]=[CH:7][C:3]=1[C:4]([O:6][C:12]([CH3:14])([CH3:13])[CH3:11])=[O:5], predict the reactants needed to synthesize it. The reactants are: [Br:1][C:2]1[CH:10]=[CH:9][CH:8]=[CH:7][C:3]=1[C:4]([OH:6])=[O:5].[CH3:11][C:12](O)([CH3:14])[CH3:13].C1CCC(N=C=NC2CCCCC2)CC1.